Dataset: Full USPTO retrosynthesis dataset with 1.9M reactions from patents (1976-2016). Task: Predict the reactants needed to synthesize the given product. (1) Given the product [NH3:7].[CH3:9][OH:10].[NH2:17][C:2]1[N:7]=[C:6]([NH:8][C:9]([C:11]([CH3:14])([CH3:13])[CH3:12])=[O:10])[C:5]([O:15][CH3:16])=[CH:4][CH:3]=1, predict the reactants needed to synthesize it. The reactants are: Br[C:2]1[N:7]=[C:6]([NH:8][C:9]([C:11]([CH3:14])([CH3:13])[CH3:12])=[O:10])[C:5]([O:15][CH3:16])=[CH:4][CH:3]=1.[NH3:17]. (2) The reactants are: C[C:2]1[CH:7]=[CH:6][C:5]([CH3:8])=[CH:4][N:3]=1.NC(N)=O.[OH:13]O.O.[CH3:16][CH2:17]OC(C)=O. Given the product [N+:3]1([O-:13])[C:4]2[CH2:17][CH2:16][CH2:8][C:5]=2[CH:6]=[CH:7][CH:2]=1, predict the reactants needed to synthesize it.